This data is from Reaction yield outcomes from USPTO patents with 853,638 reactions. The task is: Predict the reaction yield, written as a fraction of the theoretical maximum amount of product (1.0 means a 100% yield; for example, 0.34 means a 34% yield). (1) The reactants are [CH:1]([NH:4][C:5]1[CH:10]=[CH:9][C:8]([CH:11]([CH2:14][CH3:15])[CH2:12][CH3:13])=[CH:7][CH:6]=1)([CH3:3])[CH3:2].C([O:24][CH2:25][C:26]1[S:27][CH:28]=[C:29]([C:31]2[CH:36]=[CH:35][C:34]([CH2:37]Cl)=[CH:33][CH:32]=2)[N:30]=1)(=O)C1C=CC=CC=1.C(=O)([O-])[O-].[K+].[K+].[I-].[K+]. The catalyst is CN(C)C(=O)C.O.C(OCC)(=O)C.CCCCCC. The product is [CH:1]([N:4]([CH2:37][C:34]1[CH:33]=[CH:32][C:31]([C:29]2[N:30]=[C:26]([CH2:25][OH:24])[S:27][CH:28]=2)=[CH:36][CH:35]=1)[C:5]1[CH:6]=[CH:7][C:8]([CH:11]([CH2:14][CH3:15])[CH2:12][CH3:13])=[CH:9][CH:10]=1)([CH3:3])[CH3:2]. The yield is 0.803. (2) The reactants are [CH3:1][C:2]1[CH:3]=[C:4]([CH:12]=[CH:13][C:14]=1[O:15][C:16]1[CH:21]=[CH:20][CH:19]=[CH:18][CH:17]=1)[C:5]([O:7]C(C)(C)C)=[O:6].FC(F)(F)C(O)=O. The catalyst is ClCCl. The product is [CH3:1][C:2]1[CH:3]=[C:4]([CH:12]=[CH:13][C:14]=1[O:15][C:16]1[CH:21]=[CH:20][CH:19]=[CH:18][CH:17]=1)[C:5]([OH:7])=[O:6]. The yield is 0.380. (3) The reactants are [CH3:1][C:2]1[NH:7][C:6](=[O:8])[C:5]([C:9]#[N:10])=[C:4]([CH2:11][N:12]2[CH2:17][CH2:16][O:15][CH2:14][CH2:13]2)[CH:3]=1.Cl.O1CCOCC1. The catalyst is CC(O)=O.[Ni]. The product is [NH2:10][CH2:9][C:5]1[C:6](=[O:8])[NH:7][C:2]([CH3:1])=[CH:3][C:4]=1[CH2:11][N:12]1[CH2:17][CH2:16][O:15][CH2:14][CH2:13]1. The yield is 0.950. (4) The product is [Cl:26][C:27]1[CH:39]=[CH:38][C:30]2[N:31]([CH:35]([CH3:37])[CH3:36])[C:32]([S:34][C:2]3[C:3](=[O:25])[O:4][C:5]([CH2:14][CH2:15][C:16]4[CH:21]=[CH:20][C:19]([O:22][CH3:23])=[C:18]([Cl:24])[CH:17]=4)([CH:9]4[CH2:13][CH2:12][CH2:11][CH2:10]4)[CH2:6][C:7]=3[OH:8])=[N:33][C:29]=2[CH:28]=1. No catalyst specified. The yield is 0.110. The reactants are Cl[C:2]1[C:3](=[O:25])[O:4][C:5]([CH2:14][CH2:15][C:16]2[CH:21]=[CH:20][C:19]([O:22][CH3:23])=[C:18]([Cl:24])[CH:17]=2)([CH:9]2[CH2:13][CH2:12][CH2:11][CH2:10]2)[CH2:6][C:7]=1[OH:8].[Cl:26][C:27]1[CH:39]=[CH:38][C:30]2[N:31]([CH:35]([CH3:37])[CH3:36])[C:32]([SH:34])=[N:33][C:29]=2[CH:28]=1.CCN(CC)CC.